This data is from Catalyst prediction with 721,799 reactions and 888 catalyst types from USPTO. The task is: Predict which catalyst facilitates the given reaction. (1) Reactant: Cl[C:2]1[NH:3][C:4]2[N:5]([N:12]=[CH:13][C:14]=2[C:15]#[N:16])[C:6](=[O:11])[C:7]=1[CH:8]([CH3:10])[CH3:9].[CH3:17][C:18]([N:27]1[CH:31]=[C:30](B2OC(C)(C)C(C)(C)O2)[CH:29]=[N:28]1)([CH3:26])[C:19]([O:21][C:22]([CH3:25])([CH3:24])[CH3:23])=[O:20].C([O-])([O-])=O.[Na+].[Na+].COCCOC.O. Product: [C:15]([C:14]1[CH:13]=[N:12][N:5]2[C:6](=[O:11])[C:7]([CH:8]([CH3:10])[CH3:9])=[C:2]([C:30]3[CH:29]=[N:28][N:27]([C:18]([CH3:26])([CH3:17])[C:19]([O:21][C:22]([CH3:25])([CH3:24])[CH3:23])=[O:20])[CH:31]=3)[NH:3][C:4]=12)#[N:16]. The catalyst class is: 438. (2) Reactant: [CH3:1][O:2][C:3]1[C:11]([CH3:12])=[C:10]2[C:6]([C:7](=[O:13])[O:8][CH2:9]2)=[C:5]([O:14][CH2:15][CH2:16][Si:17]([CH3:20])([CH3:19])[CH3:18])[C:4]=1[CH2:21][CH:22]=[C:23]([CH3:29])[CH2:24][CH2:25][C:26](O)=[O:27].ClC(OCC(C)C)=O.C(N(CC)CC)C.C(O)(=O)C(O)=O.[NH2:51][CH2:52][P:53](=[O:60])([O:57][CH2:58][CH3:59])[O:54][CH2:55][CH3:56]. Product: [CH2:55]([O:54][P:53]([CH2:52][NH:51][C:26](=[O:27])[CH2:25][CH2:24][C:23]([CH3:29])=[CH:22][CH2:21][C:4]1[C:5]([O:14][CH2:15][CH2:16][Si:17]([CH3:20])([CH3:18])[CH3:19])=[C:6]2[C:10](=[C:11]([CH3:12])[C:3]=1[O:2][CH3:1])[CH2:9][O:8][C:7]2=[O:13])(=[O:60])[O:57][CH2:58][CH3:59])[CH3:56]. The catalyst class is: 1.